This data is from Full USPTO retrosynthesis dataset with 1.9M reactions from patents (1976-2016). The task is: Predict the reactants needed to synthesize the given product. Given the product [C:3]1([S:9]([CH2:12][C:13]2[C:18]([C:19]([O:21][C:22]([CH3:25])([CH3:24])[CH3:23])=[O:20])=[C:17]([NH:44][C:46](=[O:47])[CH2:32][OH:34])[C:16]([Br:31])=[CH:15][CH:14]=2)(=[O:10])=[O:11])[CH:4]=[CH:5][CH:6]=[CH:7][CH:8]=1, predict the reactants needed to synthesize it. The reactants are: [OH-].[Na+].[C:3]1([S:9]([CH2:12][C:13]2[C:18]([C:19]([O:21][C:22]([CH3:25])([CH3:24])[CH3:23])=[O:20])=[C:17](OCC(=O)N)[C:16]([Br:31])=[CH:15][CH:14]=2)(=[O:11])=[O:10])[CH:8]=[CH:7][CH:6]=[CH:5][CH:4]=1.[C:32](OCC)(=[O:34])C.C(=O)([O-])O.[Na+].C[N:44]([CH:46]=[O:47])C.